This data is from Forward reaction prediction with 1.9M reactions from USPTO patents (1976-2016). The task is: Predict the product of the given reaction. (1) Given the reactants [O:1]([C:8]1[CH:27]=[CH:26][C:11]([O:12][C:13]2[C:14]3[N:21]([CH:22]4[CH2:25][NH:24][CH2:23]4)[CH:20]=[CH:19][C:15]=3[N:16]=[CH:17][N:18]=2)=[CH:10][CH:9]=1)[C:2]1[CH:7]=[CH:6][CH:5]=[CH:4][CH:3]=1.C(=O)(O)[O-].[Na+].[C:33](Br)#[N:34], predict the reaction product. The product is: [O:1]([C:8]1[CH:27]=[CH:26][C:11]([O:12][C:13]2[C:14]3[N:21]([CH:22]4[CH2:23][N:24]([C:33]#[N:34])[CH2:25]4)[CH:20]=[CH:19][C:15]=3[N:16]=[CH:17][N:18]=2)=[CH:10][CH:9]=1)[C:2]1[CH:7]=[CH:6][CH:5]=[CH:4][CH:3]=1. (2) Given the reactants [O:1]1[CH2:5][CH2:4][O:3][CH:2]1[C:6]1[C:11]([N+:12]([O-])=O)=[CH:10][CH:9]=[CH:8][N:7]=1, predict the reaction product. The product is: [O:1]1[CH2:5][CH2:4][O:3][CH:2]1[C:6]1[C:11]([NH2:12])=[CH:10][CH:9]=[CH:8][N:7]=1. (3) Given the reactants FC(F)(F)C([N:5]([CH2:21][CH:22]1[CH2:27][CH2:26][N:25]([CH2:28][C:29]2[CH:38]=[CH:37][C:32]([C:33]([O:35]C)=[O:34])=[CH:31][CH:30]=2)[CH2:24][CH2:23]1)[C@@H:6]1[CH2:8][C@H:7]1[C:9]1[CH:14]=[CH:13][C:12]([C:15]2[CH:16]=[N:17][N:18]([CH3:20])[CH:19]=2)=[CH:11][CH:10]=1)=O.[OH-].[Na+], predict the reaction product. The product is: [CH3:20][N:18]1[CH:19]=[C:15]([C:12]2[CH:13]=[CH:14][C:9]([C@@H:7]3[CH2:8][C@H:6]3[NH:5][CH2:21][CH:22]3[CH2:23][CH2:24][N:25]([CH2:28][C:29]4[CH:30]=[CH:31][C:32]([C:33]([OH:35])=[O:34])=[CH:37][CH:38]=4)[CH2:26][CH2:27]3)=[CH:10][CH:11]=2)[CH:16]=[N:17]1. (4) Given the reactants Br[C:2]1[C:3]([C:12]#[N:13])=[N:4][C:5]([C:8]([CH3:11])([CH3:10])[CH3:9])=[CH:6][CH:7]=1.[CH3:14][C:15]1[CH:20]=[C:19]([CH3:21])[CH:18]=[C:17]([CH3:22])[C:16]=1[OH:23].C([O-])([O-])=O.[Cs+].[Cs+].C(OCC)(=O)C, predict the reaction product. The product is: [C:8]([C:5]1[N:4]=[C:3]([C:12]#[N:13])[C:2]([O:23][C:16]2[C:17]([CH3:22])=[CH:18][C:19]([CH3:21])=[CH:20][C:15]=2[CH3:14])=[CH:7][CH:6]=1)([CH3:11])([CH3:10])[CH3:9]. (5) Given the reactants [Br:1][C:2]1[C:3]([NH:9][CH:10]=[N:11]O)=[N:4][C:5]([Cl:8])=[CH:6][CH:7]=1.C([O-])(O)=O.[Na+], predict the reaction product. The product is: [Br:1][C:2]1[C:3]2[N:4]([N:11]=[CH:10][N:9]=2)[C:5]([Cl:8])=[CH:6][CH:7]=1.